Dataset: Full USPTO retrosynthesis dataset with 1.9M reactions from patents (1976-2016). Task: Predict the reactants needed to synthesize the given product. (1) Given the product [Si:1]([O:8][CH2:9][CH2:10][CH2:11][N:12]1[C:16]2[CH:17]=[C:18]([C:32]3[C:33]4[CH:60]=[C:59]([Cl:61])[CH:58]=[CH:57][C:34]=4[N:35]([CH2:48][C:49]4[CH:54]=[CH:53][C:52]([O:55][CH3:56])=[CH:51][CH:50]=4)[C:36](=[O:47])[C@H:37]([CH2:39][C:40]4[CH:45]=[CH:44][CH:43]=[CH:42][C:41]=4[Cl:46])[N:38]=3)[CH:19]=[CH:20][C:15]=2[NH:14][C:13]1=[O:30])([C:4]([CH3:7])([CH3:6])[CH3:5])([CH3:3])[CH3:2], predict the reactants needed to synthesize it. The reactants are: [Si:1]([O:8][CH2:9][CH2:10][CH2:11][N:12]1[C:16]2[CH:17]=[C:18](B3OC(C)(C)C(C)(C)O3)[CH:19]=[CH:20][C:15]=2[NH:14][C:13]1=[O:30])([C:4]([CH3:7])([CH3:6])[CH3:5])([CH3:3])[CH3:2].Cl[C:32]1[C:33]2[CH:60]=[C:59]([Cl:61])[CH:58]=[CH:57][C:34]=2[N:35]([CH2:48][C:49]2[CH:54]=[CH:53][C:52]([O:55][CH3:56])=[CH:51][CH:50]=2)[C:36](=[O:47])[C@H:37]([CH2:39][C:40]2[CH:45]=[CH:44][CH:43]=[CH:42][C:41]=2[Cl:46])[N:38]=1. (2) Given the product [ClH:30].[CH3:29][N:2]([CH3:1])[C:3]1([C:23]2[CH:28]=[CH:27][CH:26]=[CH:25][CH:24]=2)[CH2:8][CH2:7][C:6](=[CH:9][C:10]([NH:12][CH2:13][C:14]2[C:22]3[C:17](=[CH:18][CH:19]=[CH:20][CH:21]=3)[NH:16][CH:15]=2)=[O:11])[CH2:5][CH2:4]1, predict the reactants needed to synthesize it. The reactants are: [CH3:1][N:2]([CH3:29])[C:3]1([C:23]2[CH:28]=[CH:27][CH:26]=[CH:25][CH:24]=2)[CH2:8][CH2:7][C:6](=[CH:9][C:10]([NH:12][CH2:13][C:14]2[C:22]3[C:17](=[CH:18][CH:19]=[CH:20][CH:21]=3)[NH:16][CH:15]=2)=[O:11])[CH2:5][CH2:4]1.[Cl:30][Si](C)(C)C.